Dataset: Full USPTO retrosynthesis dataset with 1.9M reactions from patents (1976-2016). Task: Predict the reactants needed to synthesize the given product. (1) Given the product [CH:1]1([N:6]2[C:14]3[C:9](=[CH:10][C:11]([F:16])=[C:12]([CH3:15])[CH:13]=3)[C:8]([C:17]([NH:37][CH3:36])=[O:18])=[C:7]2[C:20]2[CH:25]=[CH:24][C:23]([S:26](=[O:35])(=[O:34])[NH:27][C@@H:28]([CH3:33])[C:29]([F:32])([F:31])[F:30])=[CH:22][N:21]=2)[CH2:5][CH2:4][CH2:3][CH2:2]1, predict the reactants needed to synthesize it. The reactants are: [CH:1]1([N:6]2[C:14]3[C:9](=[CH:10][C:11]([F:16])=[C:12]([CH3:15])[CH:13]=3)[C:8]([C:17](Cl)=[O:18])=[C:7]2[C:20]2[CH:25]=[CH:24][C:23]([S:26](=[O:35])(=[O:34])[NH:27][C@@H:28]([CH3:33])[C:29]([F:32])([F:31])[F:30])=[CH:22][N:21]=2)[CH2:5][CH2:4][CH2:3][CH2:2]1.[CH3:36][NH2:37].C1COCC1. (2) Given the product [CH3:16][O:9][CH2:8][CH2:7][C:6]1[CH:10]=[CH:11][CH:12]=[C:4]([N+:1]([O-:3])=[O:2])[CH:5]=1, predict the reactants needed to synthesize it. The reactants are: [N+:1]([C:4]1[CH:5]=[C:6]([CH:10]=[CH:11][CH:12]=1)[CH2:7][CH2:8][OH:9])([O-:3])=[O:2].[H-].[Na+].I[CH3:16]. (3) Given the product [NH2:1][C:2]1[N:7]=[CH:6][C:5]([C:58]2[CH:59]=[C:54]([CH:55]=[CH:56][CH:57]=2)[C:50]([O:52][CH3:53])=[O:51])=[CH:4][C:3]=1[C:18]1[N:19]=[CH:20][C:21]2[C:26]([CH:27]=1)=[C:25]([Cl:28])[CH:24]=[CH:23][C:22]=2[F:29], predict the reactants needed to synthesize it. The reactants are: [NH2:1][C:2]1[N:7]=[CH:6][C:5](C2C=CC(C(OC)=O)=CC=2)=[CH:4][C:3]=1[C:18]1[N:19]=[CH:20][C:21]2[C:26]([CH:27]=1)=[C:25]([Cl:28])[CH:24]=[CH:23][C:22]=2[F:29].BrC1C=C(C2N=CC3C(C=2)=C(Cl)C=CC=3F)C(N)=NC=1.[C:50]([C:54]1[CH:55]=[C:56](B(O)O)[CH:57]=[CH:58][CH:59]=1)([O:52][CH3:53])=[O:51].C([O-])([O-])=O.[Cs+].[Cs+]. (4) Given the product [Br:1][C:2]1[CH:7]=[N:6][C:5]2[C:8]3[CH:17]=[CH:16][C:11]([C:12]([O:14][CH3:15])=[O:13])=[CH:10][C:9]=3[NH:18][C:4]=2[CH:3]=1, predict the reactants needed to synthesize it. The reactants are: [Br:1][C:2]1[CH:3]=[C:4]([N+:18]([O-])=O)[C:5]([C:8]2[CH:17]=[CH:16][C:11]([C:12]([O:14][CH3:15])=[O:13])=[CH:10][CH:9]=2)=[N:6][CH:7]=1.C1(P(C2C=CC=CC=2)CCP(C2C=CC=CC=2)C2C=CC=CC=2)C=CC=CC=1. (5) Given the product [O:1]1[CH2:6][CH2:5][C:4]([C:7]2[N:8]([S:18]([C:21]3[CH:22]=[CH:23][CH:24]=[CH:25][CH:26]=3)(=[O:20])=[O:19])[C:9]3[C:14]([CH:15]=2)=[CH:13][C:12]([S:16]([CH3:17])(=[O:39])=[O:33])=[CH:11][CH:10]=3)=[CH:3][CH2:2]1, predict the reactants needed to synthesize it. The reactants are: [O:1]1[CH2:6][CH2:5][C:4]([C:7]2[N:8]([S:18]([C:21]3[CH:26]=[CH:25][CH:24]=[CH:23][CH:22]=3)(=[O:20])=[O:19])[C:9]3[C:14]([CH:15]=2)=[CH:13][C:12]([S:16][CH3:17])=[CH:11][CH:10]=3)=[CH:3][CH2:2]1.OOS([O-])=O.[K+].[OH2:33].O1CCCC1.[OH2:39].